Dataset: Forward reaction prediction with 1.9M reactions from USPTO patents (1976-2016). Task: Predict the product of the given reaction. Given the reactants [CH3:1][C:2]1[C:7]([N:8]2[CH2:13][CH2:12][N:11](CC3C=CC=CC=3)[CH2:10][CH2:9]2)=[N:6][C:5]([CH3:21])=[CH:4][N:3]=1.C([O-])=O.[NH4+], predict the reaction product. The product is: [CH3:1][C:2]1[C:7]([N:8]2[CH2:13][CH2:12][NH:11][CH2:10][CH2:9]2)=[N:6][C:5]([CH3:21])=[CH:4][N:3]=1.